Regression. Given two drug SMILES strings and cell line genomic features, predict the synergy score measuring deviation from expected non-interaction effect. From a dataset of Merck oncology drug combination screen with 23,052 pairs across 39 cell lines. (1) Drug 1: COc1cccc2c1C(=O)c1c(O)c3c(c(O)c1C2=O)CC(O)(C(=O)CO)CC3OC1CC(N)C(O)C(C)O1. Drug 2: O=C(NOCC(O)CO)c1ccc(F)c(F)c1Nc1ccc(I)cc1F. Cell line: A427. Synergy scores: synergy=7.31. (2) Drug 1: N.N.O=C(O)C1(C(=O)O)CCC1.[Pt]. Drug 2: Cn1c(=O)n(-c2ccc(C(C)(C)C#N)cc2)c2c3cc(-c4cnc5ccccc5c4)ccc3ncc21. Cell line: NCIH1650. Synergy scores: synergy=29.9. (3) Drug 1: CCC1(O)CC2CN(CCc3c([nH]c4ccccc34)C(C(=O)OC)(c3cc4c(cc3OC)N(C)C3C(O)(C(=O)OC)C(OC(C)=O)C5(CC)C=CCN6CCC43C65)C2)C1. Drug 2: C=CCn1c(=O)c2cnc(Nc3ccc(N4CCN(C)CC4)cc3)nc2n1-c1cccc(C(C)(C)O)n1. Cell line: CAOV3. Synergy scores: synergy=-7.45. (4) Drug 1: CN(C)C(=N)N=C(N)N. Drug 2: C=CCn1c(=O)c2cnc(Nc3ccc(N4CCN(C)CC4)cc3)nc2n1-c1cccc(C(C)(C)O)n1. Cell line: NCIH520. Synergy scores: synergy=5.47. (5) Synergy scores: synergy=79.4. Cell line: OV90. Drug 1: NC1(c2ccc(-c3nc4ccn5c(=O)[nH]nc5c4cc3-c3ccccc3)cc2)CCC1. Drug 2: COC1CC2CCC(C)C(O)(O2)C(=O)C(=O)N2CCCCC2C(=O)OC(C(C)CC2CCC(OP(C)(C)=O)C(OC)C2)CC(=O)C(C)C=C(C)C(O)C(OC)C(=O)C(C)CC(C)C=CC=CC=C1C. (6) Drug 2: NC(=O)c1cccc2cn(-c3ccc(C4CCCNC4)cc3)nc12. Drug 1: CC(=O)OC1C(=O)C2(C)C(O)CC3OCC3(OC(C)=O)C2C(OC(=O)c2ccccc2)C2(O)CC(OC(=O)C(O)C(NC(=O)c3ccccc3)c3ccccc3)C(C)=C1C2(C)C. Cell line: A2058. Synergy scores: synergy=-16.7. (7) Drug 1: NC1(c2ccc(-c3nc4ccn5c(=O)[nH]nc5c4cc3-c3ccccc3)cc2)CCC1. Drug 2: CCc1c2c(nc3ccc(O)cc13)-c1cc3c(c(=O)n1C2)COC(=O)C3(O)CC. Cell line: OCUBM. Synergy scores: synergy=6.29.